This data is from Peptide-MHC class I binding affinity with 185,985 pairs from IEDB/IMGT. The task is: Regression. Given a peptide amino acid sequence and an MHC pseudo amino acid sequence, predict their binding affinity value. This is MHC class I binding data. (1) The peptide sequence is TEGSVKGLT. The MHC is HLA-B44:03 with pseudo-sequence HLA-B44:03. The binding affinity (normalized) is 0. (2) The peptide sequence is AARISSCLK. The MHC is BoLA-T2a with pseudo-sequence BoLA-T2a. The binding affinity (normalized) is 0.385.